This data is from Reaction yield outcomes from USPTO patents with 853,638 reactions. The task is: Predict the reaction yield, written as a fraction of the theoretical maximum amount of product (1.0 means a 100% yield; for example, 0.34 means a 34% yield). (1) The reactants are [F:1][C:2]1[CH:8]=[C:7]([F:9])[CH:6]=[CH:5][C:3]=1[NH2:4].[NH2:10][C:11]1[C:16]([S:17](Cl)(=[O:19])=[O:18])=[CH:15][C:14]([Br:21])=[CH:13][N:12]=1. No catalyst specified. The product is [NH2:10][C:11]1[C:16]([S:17]([NH:4][C:3]2[CH:5]=[CH:6][C:7]([F:9])=[CH:8][C:2]=2[F:1])(=[O:19])=[O:18])=[CH:15][C:14]([Br:21])=[CH:13][N:12]=1. The yield is 0.780. (2) The reactants are [CH3:1][C:2]1[CH:7]=[C:6]([NH:8][C:9]([C:11]2[N:12]=[C:13]([CH3:17])[S:14][C:15]=2[NH2:16])=[O:10])[CH:5]=[CH:4][N:3]=1.[F:18][C:19]1[CH:20]=[N:21][CH:22]=[C:23](F)[CH:24]=1.C(=O)([O-])[O-].[Cs+].[Cs+]. The catalyst is CN(C=O)C.O. The product is [CH3:1][C:2]1[CH:7]=[C:6]([NH:8][C:9]([C:11]2[N:12]=[C:13]([CH3:17])[S:14][C:15]=2[NH:16][C:23]2[CH:22]=[N:21][CH:20]=[C:19]([F:18])[CH:24]=2)=[O:10])[CH:5]=[CH:4][N:3]=1. The yield is 0.650. (3) The yield is 0.710. The reactants are [NH2:1][C:2]1[CH:7]=[CH:6][C:5]([C:8]2[C:9]3[CH:23]=[CH:22][C:21]4[C:16](=[CH:17][CH:18]=[CH:19][CH:20]=4)[C:10]=3[NH:11][C:12](=[O:15])[CH2:13][N:14]=2)=[CH:4][CH:3]=1.[N:24]1[CH:29]=[CH:28][CH:27]=[CH:26][C:25]=1[CH2:30][CH2:31][C:32](O)=[O:33].Cl.CN(C)CCCN=C=NCC.C(=O)([O-])O.[Na+]. The catalyst is CN(C=O)C. The product is [O:15]=[C:12]1[NH:11][C:10]2[C:16]3[C:21]([CH:22]=[CH:23][C:9]=2[C:8]([C:5]2[CH:4]=[CH:3][C:2]([NH:1][C:32](=[O:33])[CH2:31][CH2:30][C:25]4[CH:26]=[CH:27][CH:28]=[CH:29][N:24]=4)=[CH:7][CH:6]=2)=[N:14][CH2:13]1)=[CH:20][CH:19]=[CH:18][CH:17]=3. (4) The reactants are C1C(=O)N([Br:8])C(=O)C1.CC(N=NC(C#N)(C)C)(C#N)C.[CH:21]1([CH2:26][C:27]([C:29]2[CH:34]=[CH:33][C:32]([CH3:35])=[CH:31][CH:30]=2)=[O:28])[CH2:25][CH2:24][CH2:23][CH2:22]1. The catalyst is C(Cl)(Cl)(Cl)Cl. The product is [Br:8][CH2:35][C:32]1[CH:33]=[CH:34][C:29]([C:27](=[O:28])[CH2:26][CH:21]2[CH2:25][CH2:24][CH2:23][CH2:22]2)=[CH:30][CH:31]=1. The yield is 0.640. (5) The reactants are Br[C:2]1[CH:7]=[CH:6][CH:5]=[C:4]([F:8])[C:3]=1[F:9].C([Li])CCCCC.[Cl:17][CH2:18][C:19]([CH2:21][Cl:22])=[O:20].Cl. The catalyst is C(OCC)C. The product is [Cl:17][CH2:18][C:19]([C:2]1[CH:7]=[CH:6][CH:5]=[C:4]([F:8])[C:3]=1[F:9])([OH:20])[CH2:21][Cl:22]. The yield is 0.480. (6) The reactants are [Cl:1][CH:2]([O:6][C:7]([NH:9][CH2:10][C:11]1([CH2:17][C:18]([OH:20])=[O:19])[CH2:16][CH2:15][CH2:14][CH2:13][CH2:12]1)=[O:8])[CH:3]([CH3:5])[CH3:4].[CH:21]1C=CC=CC=1.C[Si](C=[N+]=[N-])(C)C. The catalyst is CO. The product is [Cl:1][CH:2]([O:6][C:7]([NH:9][CH2:10][C:11]1([CH2:17][C:18]([O:20][CH3:21])=[O:19])[CH2:12][CH2:13][CH2:14][CH2:15][CH2:16]1)=[O:8])[CH:3]([CH3:4])[CH3:5]. The yield is 0.720.